Dataset: Forward reaction prediction with 1.9M reactions from USPTO patents (1976-2016). Task: Predict the product of the given reaction. (1) Given the reactants Cl[C:2]1[N:7]=[N:6][C:5]([O:8][C@@H:9]2[CH:14]3[CH2:15][CH2:16][N:11]([CH2:12][CH2:13]3)[CH2:10]2)=[CH:4][CH:3]=1.[S:17]1[C:21]2[CH:22]=[CH:23][C:24](B3OC(C)(C)C(C)(C)O3)=[CH:25][C:20]=2[CH:19]=[CH:18]1.N.[C:36]([C:40]([OH:42])=[O:41])([F:39])([F:38])[F:37], predict the reaction product. The product is: [F:37][C:36]([F:39])([F:38])[C:40]([OH:42])=[O:41].[S:17]1[CH:18]=[CH:19][C:20]2[CH:25]=[C:24]([C:2]3[N:7]=[N:6][C:5]([O:8][C@@H:9]4[CH:14]5[CH2:15][CH2:16][N:11]([CH2:12][CH2:13]5)[CH2:10]4)=[CH:4][CH:3]=3)[CH:23]=[CH:22][C:21]1=2. (2) Given the reactants [C:1]([N:20]1[CH:24]=[C:23](/[CH:25]=[CH:26]\[CH:27]2[CH2:32][CH2:31][N:30]([C:33]([O:35][C:36]([CH3:39])([CH3:38])[CH3:37])=[O:34])[CH2:29][CH2:28]2)[N:22]=[CH:21]1)([C:14]1[CH:19]=[CH:18][CH:17]=[CH:16][CH:15]=1)([C:8]1[CH:13]=[CH:12][CH:11]=[CH:10][CH:9]=1)[C:2]1[CH:7]=[CH:6][CH:5]=[CH:4][CH:3]=1, predict the reaction product. The product is: [C:1]([N:20]1[CH:24]=[C:23]([CH2:25][CH2:26][CH:27]2[CH2:32][CH2:31][N:30]([C:33]([O:35][C:36]([CH3:39])([CH3:38])[CH3:37])=[O:34])[CH2:29][CH2:28]2)[N:22]=[CH:21]1)([C:14]1[CH:19]=[CH:18][CH:17]=[CH:16][CH:15]=1)([C:8]1[CH:9]=[CH:10][CH:11]=[CH:12][CH:13]=1)[C:2]1[CH:3]=[CH:4][CH:5]=[CH:6][CH:7]=1. (3) Given the reactants [OH:1][CH2:2][CH2:3][C@@H:4]([NH:24][C:25](=[O:31])OC(C)(C)C)[CH2:5][C:6]1[CH:11]=[CH:10][C:9]([C:12]2[N:13]=[C:14]3[C:19]([CH:20]([OH:22])[CH3:21])=[CH:18][CH:17]=[CH:16][N:15]3[CH:23]=2)=[CH:8][CH:7]=1.Cl.O1CCOCC1.C(N(CC)C(C)C)(C)C.[Cl:48][C:49]1[CH:50]=[C:51]([CH:66]=[CH:67][C:68]=1[O:69][CH:70]([CH3:72])[CH3:71])C(OC1C(F)=C(F)C(F)=C(F)C=1F)=O, predict the reaction product. The product is: [Cl:48][C:49]1[CH:50]=[C:51]([CH:66]=[CH:67][C:68]=1[O:69][CH:70]([CH3:72])[CH3:71])[C:25]([NH:24][C@@H:4]([CH2:5][C:6]1[CH:7]=[CH:8][C:9]([C:12]2[N:13]=[C:14]3[C:19]([CH:20]([OH:22])[CH3:21])=[CH:18][CH:17]=[CH:16][N:15]3[CH:23]=2)=[CH:10][CH:11]=1)[CH2:3][CH2:2][OH:1])=[O:31]. (4) Given the reactants [F:1][CH:2]([C:12]1[CH:17]=[CH:16][C:15]([C:18]2[CH:23]=[C:22]([O:24][CH3:25])[CH:21]=[CH:20][C:19]=2[F:26])=[C:14]([CH2:27][C:28]([CH3:31])([CH3:30])[CH3:29])[N:13]=1)[CH2:3][C:4]1[CH:5]=[C:6]([CH2:10][OH:11])[CH:7]=[CH:8][CH:9]=1.CC(OI1(OC(C)=O)(OC(C)=O)OC(=O)C2C=CC=CC1=2)=O.S([O-])([O-])(=O)=S.[Na+].[Na+], predict the reaction product. The product is: [F:1][CH:2]([C:12]1[CH:17]=[CH:16][C:15]([C:18]2[CH:23]=[C:22]([O:24][CH3:25])[CH:21]=[CH:20][C:19]=2[F:26])=[C:14]([CH2:27][C:28]([CH3:31])([CH3:30])[CH3:29])[N:13]=1)[CH2:3][C:4]1[CH:5]=[C:6]([CH:7]=[CH:8][CH:9]=1)[CH:10]=[O:11]. (5) Given the reactants Br[C:2]1[C:3]([CH3:14])=[C:4]([F:13])[C:5]([OH:12])=[C:6]([CH:11]=1)[C:7]([O:9][CH3:10])=[O:8].[B:15]1([B:15]2[O:19][C:18]([CH3:21])([CH3:20])[C:17]([CH3:23])([CH3:22])[O:16]2)[O:19][C:18]([CH3:21])([CH3:20])[C:17]([CH3:23])([CH3:22])[O:16]1.C([O-])(=O)C.[K+].C1(C)C=CC=CC=1, predict the reaction product. The product is: [F:13][C:4]1[C:5]([OH:12])=[C:6]([CH:11]=[C:2]([B:15]2[O:19][C:18]([CH3:21])([CH3:20])[C:17]([CH3:23])([CH3:22])[O:16]2)[C:3]=1[CH3:14])[C:7]([O:9][CH3:10])=[O:8]. (6) Given the reactants [CH3:1][C:2]([CH3:22])([CH3:21])[C@H:3]([NH:8][C:9]([O:11]C1C=CC([N+]([O-])=O)=CC=1)=O)[C:4]([O:6][CH3:7])=[O:5].C([CH2:30][NH2:31])C1C=CC=CC=1.[C:32]1([CH3:38])[CH:37]=[CH:36][CH:35]=[CH:34][CH:33]=1, predict the reaction product. The product is: [CH2:38]([N:31]([CH3:30])[C:9]([NH:8][C@@H:3]([C:2]([CH3:1])([CH3:21])[CH3:22])[C:4]([O:6][CH3:7])=[O:5])=[O:11])[C:32]1[CH:37]=[CH:36][CH:35]=[CH:34][CH:33]=1. (7) Given the reactants [C:1]([O:5][C:6]([N:8]1[CH2:13][CH2:12][N:11]([C:14]2[CH:19]=[CH:18][C:17]([N+:20]([O-])=O)=[CH:16][CH:15]=2)[CH2:10][CH2:9]1)=[O:7])([CH3:4])([CH3:3])[CH3:2].[H][H], predict the reaction product. The product is: [C:1]([O:5][C:6]([N:8]1[CH2:13][CH2:12][N:11]([C:14]2[CH:15]=[CH:16][C:17]([NH2:20])=[CH:18][CH:19]=2)[CH2:10][CH2:9]1)=[O:7])([CH3:4])([CH3:2])[CH3:3]. (8) Given the reactants C([C:4]1([CH:12]=[CH:11][C:10]([CH2:13][O:14][CH:15]2[CH2:20][CH2:19][NH:18][CH2:17][CH2:16]2)=[CH:9][CH2:8]1)[C:5]([OH:7])=[O:6])(=O)C.[OH-].[Na+], predict the reaction product. The product is: [NH:18]1[CH2:17][CH2:16][CH:15]([O:14][CH2:13][C:10]2[CH:11]=[CH:12][C:4]([C:5]([OH:7])=[O:6])=[CH:8][CH:9]=2)[CH2:20][CH2:19]1. (9) Given the reactants [CH2:1]([N:3]=[C:4]=[O:5])[CH3:2].[C:6]([O:10][C:11]([N:13]1[CH2:18][CH2:17][CH:16]([CH2:19][CH2:20][CH2:21][CH2:22][C:23]2[CH:28]=[CH:27][C:26]([NH2:29])=[CH:25][CH:24]=2)[CH2:15][CH2:14]1)=[O:12])([CH3:9])([CH3:8])[CH3:7], predict the reaction product. The product is: [C:6]([O:10][C:11]([N:13]1[CH2:18][CH2:17][CH:16]([CH2:19][CH2:20][CH2:21][CH2:22][C:23]2[CH:28]=[CH:27][C:26]([NH:29][C:4]([NH:3][CH2:1][CH3:2])=[O:5])=[CH:25][CH:24]=2)[CH2:15][CH2:14]1)=[O:12])([CH3:9])([CH3:7])[CH3:8]. (10) Given the reactants Cl[C:2]1[N:7]=[CH:6][N:5]=[C:4]([NH2:8])[C:3]=1[C:9]1[N:13]=[CH:12][N:11]([CH3:14])[N:10]=1.[NH2:15][C@H:16]([C:19]1[N:28]([CH:29]2[CH2:31][CH2:30]2)[C:27](=[O:32])[C:26]2[C:21](=[CH:22][CH:23]=[CH:24][C:25]=2[F:33])[N:20]=1)[CH2:17][CH3:18].CCN(C(C)C)C(C)C.C(Cl)Cl.CO, predict the reaction product. The product is: [NH2:8][C:4]1[N:5]=[CH:6][N:7]=[C:2]([NH:15][C@H:16]([C:19]2[N:28]([CH:29]3[CH2:30][CH2:31]3)[C:27](=[O:32])[C:26]3[C:21](=[CH:22][CH:23]=[CH:24][C:25]=3[F:33])[N:20]=2)[CH2:17][CH3:18])[C:3]=1[C:9]1[N:13]=[CH:12][N:11]([CH3:14])[N:10]=1.